From a dataset of Peptide-MHC class II binding affinity with 134,281 pairs from IEDB. Regression. Given a peptide amino acid sequence and an MHC pseudo amino acid sequence, predict their binding affinity value. This is MHC class II binding data. (1) The peptide sequence is FKAAVAAAANAPPAD. The MHC is HLA-DPA10103-DPB10401 with pseudo-sequence HLA-DPA10103-DPB10401. The binding affinity (normalized) is 0. (2) The binding affinity (normalized) is 0.120. The MHC is HLA-DPA10103-DPB10401 with pseudo-sequence HLA-DPA10103-DPB10401. The peptide sequence is AAASVPAADKFKTFE. (3) The peptide sequence is VQLIRMAEAEMVIHH. The MHC is HLA-DQA10501-DQB10402 with pseudo-sequence HLA-DQA10501-DQB10402. The binding affinity (normalized) is 0.316.